Dataset: Forward reaction prediction with 1.9M reactions from USPTO patents (1976-2016). Task: Predict the product of the given reaction. (1) Given the reactants [F:1][C:2]1[CH:3]=[C:4]2[CH:10]=[C:9]([C:11]([OH:13])=O)[N:8]([CH2:14][C:15]3[CH:20]=[CH:19][CH:18]=[C:17]([F:21])[CH:16]=3)[C:5]2=[N:6][CH:7]=1.[CH:22]12[CH2:27][CH:26]1[CH2:25][N:24]([C:28]1[N:33]=[CH:32][C:31]([NH2:34])=[CH:30][CH:29]=1)[CH2:23]2, predict the reaction product. The product is: [CH:26]12[CH2:27][CH:22]1[CH2:23][N:24]([C:28]1[N:33]=[CH:32][C:31]([NH:34][C:11]([C:9]3[N:8]([CH2:14][C:15]4[CH:20]=[CH:19][CH:18]=[C:17]([F:21])[CH:16]=4)[C:5]4=[N:6][CH:7]=[C:2]([F:1])[CH:3]=[C:4]4[CH:10]=3)=[O:13])=[CH:30][CH:29]=1)[CH2:25]2. (2) Given the reactants C(OC(=O)CN1C2CCC[C@@H](N([S:17]([C:20]3C=C(C(F)(F)F)C=C(SCC)[CH:21]=3)(=[O:19])=[O:18])C)C=2C=N1)C.[CH2:34]([O:36][C:37](=[O:64])[CH2:38][N:39]1[C:47]2[CH2:46][CH2:45][CH2:44][C@@H:43]([N:48]([S:50]([C:53]3[CH:58]=[C:57]([C:59]([F:62])([F:61])[F:60])[CH:56]=[C:55](F)[CH:54]=3)(=[O:52])=[O:51])[CH3:49])[C:42]=2[CH:41]=[N:40]1)[CH3:35], predict the reaction product. The product is: [CH2:34]([O:36][C:37](=[O:64])[CH2:38][N:39]1[C:47]2[CH2:46][CH2:45][CH2:44][C@@H:43]([N:48]([S:50]([C:53]3[CH:58]=[C:57]([C:59]([F:60])([F:61])[F:62])[CH:56]=[C:55]([S:17]([CH2:20][CH3:21])(=[O:19])=[O:18])[CH:54]=3)(=[O:52])=[O:51])[CH3:49])[C:42]=2[CH:41]=[N:40]1)[CH3:35].